From a dataset of Forward reaction prediction with 1.9M reactions from USPTO patents (1976-2016). Predict the product of the given reaction. (1) Given the reactants [H-].[Na+].[CH3:3][S:4][C:5]1[CH:10]=[CH:9][C:8]([OH:11])=[CH:7][CH:6]=1.[C:12]([O:16][C:17]([N:19]1[CH2:24][CH2:23][CH:22]([CH2:25][CH2:26][CH2:27]OS(C)(=O)=O)[CH2:21][CH2:20]1)=[O:18])([CH3:15])([CH3:14])[CH3:13], predict the reaction product. The product is: [C:12]([O:16][C:17]([N:19]1[CH2:24][CH2:23][CH:22]([CH2:25][CH2:26][CH2:27][O:11][C:8]2[CH:9]=[CH:10][C:5]([S:4][CH3:3])=[CH:6][CH:7]=2)[CH2:21][CH2:20]1)=[O:18])([CH3:15])([CH3:14])[CH3:13]. (2) Given the reactants [C:1]([N:4]1[CH2:9][CH2:8][N:7]([CH2:10][C:11]2[CH:16]=[CH:15][CH:14]=[CH:13][CH:12]=2)[C:6](=[O:17])[CH2:5]1)(=[O:3])[CH3:2].C[Si]([N-][Si](C)(C)C)(C)C.[Li+].C1COCC1.[C:33](OCC)(=[O:39])[C:34](OCC)=[O:35], predict the reaction product. The product is: [CH2:10]([N:7]1[CH2:8][CH2:9][N:4]2[C:1](=[O:3])[CH:2]=[C:33]([OH:39])[C:34]([OH:35])=[C:5]2[C:6]1=[O:17])[C:11]1[CH:16]=[CH:15][CH:14]=[CH:13][CH:12]=1. (3) Given the reactants [C:1]([N:8]1[CH2:13][CH2:12][NH:11][CH2:10][CH2:9]1)([O:3][C:4]([CH3:7])([CH3:6])[CH3:5])=[O:2].C(=O)([O-])[O-].[K+].[K+].[CH3:20][C:21]1[O:25][N:24]=[C:23]([CH2:26]OS(C)(=O)=O)[CH:22]=1, predict the reaction product. The product is: [C:4]([O:3][C:1]([N:8]1[CH2:9][CH2:10][N:11]([CH2:26][C:23]2[CH:22]=[C:21]([CH3:20])[O:25][N:24]=2)[CH2:12][CH2:13]1)=[O:2])([CH3:7])([CH3:6])[CH3:5]. (4) Given the reactants [CH2:1]([NH:4][C:5]1[N:6]=[C:7]([NH:23][CH2:24][CH2:25][CH3:26])[C:8]2[N:14]=[C:13]([NH:15][CH2:16][CH2:17][CH3:18])[N:12]=[C:11]([NH:19][CH2:20][CH2:21][CH3:22])[C:9]=2[N:10]=1)[CH2:2][CH3:3].[ClH:27].C(OCC)C.Cl.CNC1N=C(NCCC)C2N=C(NC)N=C(NCCC)C=2N=1, predict the reaction product. The product is: [ClH:27].[CH2:16]([NH:15][C:13]1[N:12]=[C:11]([NH:19][CH2:20][CH2:21][CH3:22])[C:9]2[N:10]=[C:5]([NH:4][CH2:1][CH2:2][CH3:3])[N:6]=[C:7]([NH:23][CH2:24][CH2:25][CH3:26])[C:8]=2[N:14]=1)[CH2:17][CH3:18].